This data is from Reaction yield outcomes from USPTO patents with 853,638 reactions. The task is: Predict the reaction yield, written as a fraction of the theoretical maximum amount of product (1.0 means a 100% yield; for example, 0.34 means a 34% yield). (1) The reactants are [Si]([O:8][C:9]1[C:14]([Cl:15])=[CH:13][C:12]([CH:16]([O:18][Si:19]([C:22]([CH3:25])([CH3:24])[CH3:23])([CH3:21])[CH3:20])[CH3:17])=[CH:11][C:10]=1[Cl:26])(C(C)(C)C)(C)C.C([O-])([O-])=O.[Cs+].[Cs+].CCOCC. The catalyst is CN(C=O)C.O. The product is [Si:19]([O:18][CH:16]([C:12]1[CH:13]=[C:14]([Cl:15])[C:9]([OH:8])=[C:10]([Cl:26])[CH:11]=1)[CH3:17])([C:22]([CH3:25])([CH3:23])[CH3:24])([CH3:21])[CH3:20]. The yield is 0.880. (2) The reactants are CC(OC([N:8](C(OC(C)(C)C)=O)[N:9]([C:17]1[C:22]([F:23])=[C:21]([N:24]([CH2:26][C:27]2[N:28]=[C:29]([NH2:32])[S:30][CH:31]=2)[CH3:25])[N:20]=[C:19]([Cl:33])[N:18]=1)C(OC(C)(C)C)=O)=O)(C)C.[ClH:41]. The catalyst is CO.O1CCOCC1. The product is [ClH:33].[ClH:41].[ClH:33].[NH2:32][C:29]1[S:30][CH:31]=[C:27]([CH2:26][N:24]([CH3:25])[C:21]2[NH:20][C:19]([Cl:33])=[N:18][C:17](=[N:9][NH2:8])[C:22]=2[F:23])[N:28]=1. The yield is 0.830.